Task: Regression. Given a peptide amino acid sequence and an MHC pseudo amino acid sequence, predict their binding affinity value. This is MHC class I binding data.. Dataset: Peptide-MHC class I binding affinity with 185,985 pairs from IEDB/IMGT (1) The peptide sequence is FFSYLMKDK. The MHC is HLA-A02:06 with pseudo-sequence HLA-A02:06. The binding affinity (normalized) is 0.430. (2) The peptide sequence is KCFEKFLEPK. The binding affinity (normalized) is 0.339. The MHC is HLA-A03:01 with pseudo-sequence HLA-A03:01. (3) The peptide sequence is DITFLRPVLK. The MHC is HLA-A11:01 with pseudo-sequence HLA-A11:01. The binding affinity (normalized) is 0.605. (4) The peptide sequence is KLITQFETY. The MHC is HLA-A32:01 with pseudo-sequence HLA-A32:01. The binding affinity (normalized) is 0.509. (5) The peptide sequence is YGANYFLQI. The MHC is HLA-B15:01 with pseudo-sequence HLA-B15:01. The binding affinity (normalized) is 0.309. (6) The peptide sequence is WMDMWESPM. The MHC is HLA-A02:16 with pseudo-sequence HLA-A02:16. The binding affinity (normalized) is 0.808. (7) The peptide sequence is YRHDGGNVL. The MHC is HLA-A02:02 with pseudo-sequence HLA-A02:02. The binding affinity (normalized) is 0.00576. (8) The peptide sequence is TQNVLYENQK. The MHC is HLA-A03:01 with pseudo-sequence HLA-A03:01. The binding affinity (normalized) is 0.0496. (9) The peptide sequence is TRKIRSEEL. The MHC is HLA-A01:01 with pseudo-sequence HLA-A01:01. The binding affinity (normalized) is 0.0847. (10) The peptide sequence is AEQTGVSHNL. The MHC is H-2-Kb with pseudo-sequence H-2-Kb. The binding affinity (normalized) is 0.